Dataset: Catalyst prediction with 721,799 reactions and 888 catalyst types from USPTO. Task: Predict which catalyst facilitates the given reaction. (1) Reactant: C([NH:4]CC1SC=C(CN2CCN([C@@H]([C@@H](C)CC)C(OC(C)(C)C)=O)C2=O)N=1)(C)C.C([O-])(O)=O.[Na+].Cl[C:36]([O:38][CH2:39][CH:40]1[C:52]2[CH:51]=[CH:50][CH:49]=[CH:48][C:47]=2[C:46]2[C:41]1=[CH:42][CH:43]=[CH:44][CH:45]=2)=[O:37]. Product: [C:36]([NH2:4])([O:38][CH2:39][CH:40]1[C:52]2[C:47](=[CH:48][CH:49]=[CH:50][CH:51]=2)[C:46]2[C:41]1=[CH:42][CH:43]=[CH:44][CH:45]=2)=[O:37]. The catalyst class is: 47. (2) Reactant: C([NH:5][S:6]([C:9]1[S:10][C:11]([C:14]2[CH:19]=[C:18]([C:20]3[N:25]=[C:24]([CH:26]([F:28])[F:27])[CH:23]=[C:22]([C:29]4[CH:30]=[N:31][C:32]([C:35]([F:38])([F:37])[F:36])=[CH:33][CH:34]=4)[N:21]=3)[CH:17]=[CH:16][N:15]=2)=[CH:12][CH:13]=1)(=[O:8])=[O:7])(C)(C)C.C(O)(C(F)(F)F)=O. Product: [F:28][CH:26]([F:27])[C:24]1[CH:23]=[C:22]([C:29]2[CH:30]=[N:31][C:32]([C:35]([F:38])([F:36])[F:37])=[CH:33][CH:34]=2)[N:21]=[C:20]([C:18]2[CH:17]=[CH:16][N:15]=[C:14]([C:11]3[S:10][C:9]([S:6]([NH2:5])(=[O:8])=[O:7])=[CH:13][CH:12]=3)[CH:19]=2)[N:25]=1. The catalyst class is: 4. (3) Reactant: [S:1]1[CH:5]=[CH:4][CH:3]=[C:2]1[C:6]([OH:8])=O.C1N=CN(C(N2C=NC=C2)=O)C=1.[Cl:21][C:22]1[NH:30][C:29]2[C:28](=[O:31])[N:27]([CH2:32][CH2:33][CH2:34][CH2:35]/[C:36](=[N:39]/[H])/[NH:37]O)[C:26](=[O:41])[N:25]([CH2:42][CH2:43][CH2:44][CH2:45][CH3:46])[C:24]=2[N:23]=1. Product: [Cl:21][C:22]1[NH:30][C:29]2[C:28](=[O:31])[N:27]([CH2:32][CH2:33][CH2:34][CH2:35][C:36]3[N:37]=[C:6]([C:2]4[S:1][CH:5]=[CH:4][CH:3]=4)[O:8][N:39]=3)[C:26](=[O:41])[N:25]([CH2:42][CH2:43][CH2:44][CH2:45][CH3:46])[C:24]=2[N:23]=1. The catalyst class is: 37. (4) Reactant: [NH2:1][CH:2]1[CH2:5][N:4]([C:6]([C:8]2[CH:9]=[C:10]([CH:23]=[CH:24][C:25]=2[F:26])[CH2:11][C:12]2[C:21]3[C:16](=[CH:17][CH:18]=[CH:19][CH:20]=3)[C:15](=[O:22])[NH:14][N:13]=2)=[O:7])[CH2:3]1.[CH:27]1([C:30](O)=[O:31])[CH2:29][CH2:28]1.Cl.C(N=C=NCCCN(C)C)C. Product: [F:26][C:25]1[CH:24]=[CH:23][C:10]([CH2:11][C:12]2[C:21]3[C:16](=[CH:17][CH:18]=[CH:19][CH:20]=3)[C:15](=[O:22])[NH:14][N:13]=2)=[CH:9][C:8]=1[C:6]([N:4]1[CH2:3][CH:2]([NH:1][C:30]([CH:27]2[CH2:29][CH2:28]2)=[O:31])[CH2:5]1)=[O:7]. The catalyst class is: 277.